Predict the product of the given reaction. From a dataset of Forward reaction prediction with 1.9M reactions from USPTO patents (1976-2016). (1) Given the reactants F[C:2]1[CH:7]=[CH:6][CH:5]=[CH:4][C:3]=1[N+:8]([O-:10])=[O:9].[OH:11][C:12]1[CH:13]=[C:14]([CH:17]=[CH:18][CH:19]=1)[C:15]#[N:16].C([O-])([O-])=O.[K+].[K+], predict the reaction product. The product is: [N+:8]([C:3]1[CH:4]=[CH:5][CH:6]=[CH:7][C:2]=1[O:11][C:12]1[CH:13]=[C:14]([CH:17]=[CH:18][CH:19]=1)[C:15]#[N:16])([O-:10])=[O:9]. (2) Given the reactants F[C:2]1[CH:7]=[CH:6][C:5]([N+:8]([O-:10])=[O:9])=[C:4]([O:11][CH3:12])[CH:3]=1.Cl.[OH-:14].[K+], predict the reaction product. The product is: [CH3:12][O:11][C:4]1[CH:3]=[C:2]([OH:14])[CH:7]=[CH:6][C:5]=1[N+:8]([O-:10])=[O:9]. (3) Given the reactants Br[C:2]1[C:3]([O:18][C:19]2[CH:24]=[CH:23][CH:22]=[CH:21][C:20]=2[F:25])=[C:4]2[C:9](=[CH:10][CH:11]=1)[N:8]([C:12]([CH:14]1[CH2:16][CH2:15]1)=[O:13])[C@@H:7]([CH3:17])[CH2:6][CH2:5]2.BrC1C(OC2C=CC=CC=2F)=C2C(=CC=1)N(C(=O)C)[C@@H](C)CC2.[B:49]1([B:49]2[O:53][C:52]([CH3:55])([CH3:54])[C:51]([CH3:57])([CH3:56])[O:50]2)[O:53][C:52]([CH3:55])([CH3:54])[C:51]([CH3:57])([CH3:56])[O:50]1.C([O-])(=O)C.[K+], predict the reaction product. The product is: [CH:14]1([C:12]([N:8]2[C:9]3[C:4](=[C:3]([O:18][C:19]4[CH:24]=[CH:23][CH:22]=[CH:21][C:20]=4[F:25])[C:2]([B:49]4[O:53][C:52]([CH3:55])([CH3:54])[C:51]([CH3:57])([CH3:56])[O:50]4)=[CH:11][CH:10]=3)[CH2:5][CH2:6][C@@H:7]2[CH3:17])=[O:13])[CH2:16][CH2:15]1. (4) Given the reactants Cl[CH2:2][C:3]1[N:4]=[C:5]2[N:10]=[CH:9][C:8]([C:11]3[CH:16]=[CH:15][C:14]([F:17])=[CH:13][C:12]=3[CH3:18])=[N:7][N:6]2[CH:19]=1.[F:20][C:21]1[CH:26]=[C:25]([OH:27])[CH:24]=[CH:23][N:22]=1, predict the reaction product. The product is: [F:17][C:14]1[CH:15]=[CH:16][C:11]([C:8]2[CH:9]=[N:10][C:5]3[N:6]([CH:19]=[C:3]([CH2:2][O:27][C:25]4[CH:24]=[CH:23][N:22]=[C:21]([F:20])[CH:26]=4)[N:4]=3)[N:7]=2)=[C:12]([CH3:18])[CH:13]=1. (5) The product is: [CH2:7]([O:9][C:10]([C:11]1[N:18]2[CH:19]=[C:20]([Br:23])[CH:21]=[CH:22][C:17]2=[N:16][CH:12]=1)=[O:15])[CH3:8]. Given the reactants S(=O)(=O)(O)O.[K].[CH2:7]([O:9][C:10](=[O:15])[CH:11](Cl)[CH:12]=O)[CH3:8].[NH2:16][C:17]1[CH:22]=[CH:21][C:20]([Br:23])=[CH:19][N:18]=1, predict the reaction product.